Task: Predict the reactants needed to synthesize the given product.. Dataset: Full USPTO retrosynthesis dataset with 1.9M reactions from patents (1976-2016) (1) Given the product [C:1]([O:4][C@@H:5]1[C@@H:18]([O:19][C:20](=[O:22])[CH3:21])[C@H:17]([O:23][C:24](=[O:26])[CH3:25])[CH2:16][S:15][C@H:6]1[O:7][C:8]1[CH:9]=[N:10][CH:11]=[C:12]([C:32]2[CH:31]=[CH:30][C:29]([O:28][CH3:27])=[C:34]([O:35][CH3:36])[CH:33]=2)[CH:13]=1)(=[O:3])[CH3:2], predict the reactants needed to synthesize it. The reactants are: [C:1]([O:4][C@@H:5]1[C@@H:18]([O:19][C:20](=[O:22])[CH3:21])[C@H:17]([O:23][C:24](=[O:26])[CH3:25])[CH2:16][S:15][C@H:6]1[O:7][C:8]1[CH:9]=[N:10][CH:11]=[C:12](Br)[CH:13]=1)(=[O:3])[CH3:2].[CH3:27][O:28][C:29]1[CH:30]=[C:31](B(O)O)[CH:32]=[CH:33][C:34]=1[O:35][CH3:36]. (2) The reactants are: C([Si]([O:8][CH2:9][CH2:10][CH2:11][O:12][CH2:13][CH2:14][CH2:15][CH2:16][CH2:17][CH2:18][CH2:19][CH2:20][CH2:21][CH2:22][CH2:23][CH2:24][CH2:25][CH2:26][CH:27]=[CH2:28])(C)C)(C)(C)C.CCCC[N+](CCCC)(CCCC)CCCC.[F-]. Given the product [CH2:13]([O:12][CH2:11][CH2:10][CH2:9][OH:8])[CH2:14][CH2:15][CH2:16][CH2:17][CH2:18][CH2:19][CH2:20][CH2:21][CH2:22][CH2:23][CH2:24][CH2:25][CH2:26][CH:27]=[CH2:28], predict the reactants needed to synthesize it. (3) Given the product [CH3:25][O:24][C:7]1[CH:6]=[CH:5][C:4]2[N:3]=[C:2]([NH:31][C:30]3[CH:32]=[C:33]([O:37][CH3:38])[C:34]([O:35][CH3:36])=[C:28]([O:27][CH3:26])[CH:29]=3)[C:11]3=[N:12][NH:13][CH:14]=[C:10]3[C:9]=2[CH:8]=1, predict the reactants needed to synthesize it. The reactants are: Cl[C:2]1[C:11]2=[N:12][N:13](CC3C=CC(OC)=CC=3)[CH:14]=[C:10]2[C:9]2[CH:8]=[C:7]([O:24][CH3:25])[CH:6]=[CH:5][C:4]=2[N:3]=1.[CH3:26][O:27][C:28]1[CH:29]=[C:30]([CH:32]=[C:33]([O:37][CH3:38])[C:34]=1[O:35][CH3:36])[NH2:31].Cl. (4) Given the product [C:1]([O:5][C:6](=[O:14])[NH:7][C:8]([CH3:13])([CH3:12])[CH2:9][CH:10]=[O:11])([CH3:4])([CH3:2])[CH3:3], predict the reactants needed to synthesize it. The reactants are: [C:1]([O:5][C:6](=[O:14])[NH:7][C:8]([CH3:13])([CH3:12])[CH2:9][CH2:10][OH:11])([CH3:4])([CH3:3])[CH3:2].CCN(CC)CC.N1C=CC=CC=1. (5) Given the product [CH3:21][S:22]([N:25]1[CH2:30][CH2:29][N:28]([CH2:2][CH2:3][CH2:4][O:5][C:6]2[CH:11]=[CH:10][C:9]([B:12]3[O:16][C:15]([CH3:18])([CH3:17])[C:14]([CH3:20])([CH3:19])[O:13]3)=[CH:8][CH:7]=2)[CH2:27][CH2:26]1)(=[O:24])=[O:23], predict the reactants needed to synthesize it. The reactants are: Br[CH2:2][CH2:3][CH2:4][O:5][C:6]1[CH:11]=[CH:10][C:9]([B:12]2[O:16][C:15]([CH3:18])([CH3:17])[C:14]([CH3:20])([CH3:19])[O:13]2)=[CH:8][CH:7]=1.[CH3:21][S:22]([N:25]1[CH2:30][CH2:29][NH:28][CH2:27][CH2:26]1)(=[O:24])=[O:23].C(=O)([O-])[O-].[Cs+].[Cs+]. (6) The reactants are: CN(C)C=O.[CH3:6][O:7][C:8]([C:10]1[C:15](Br)=[N:14][CH:13]=[C:12]([Br:17])[N:11]=1)=[O:9].[F:18][C:19]1[CH:24]=[CH:23][C:22]([SH:25])=[CH:21][CH:20]=1.C(=O)([O-])[O-].[K+].[K+]. Given the product [CH3:6][O:7][C:8]([C:10]1[C:15]([S:25][C:22]2[CH:23]=[CH:24][C:19]([F:18])=[CH:20][CH:21]=2)=[N:14][CH:13]=[C:12]([Br:17])[N:11]=1)=[O:9], predict the reactants needed to synthesize it. (7) Given the product [Cl:1][C:2]1[CH:3]=[CH:4][C:5]([C:8]2[C:17]3[C:12](=[CH:13][C:14]([O:18][S:19]([C:22]([F:25])([F:24])[F:23])(=[O:21])=[O:20])=[CH:15][CH:16]=3)[CH:11]=[C:10]([CH3:26])[C:9]=2[C@H:27]([OH:33])[C:28]([O:30][CH2:31][CH3:32])=[O:29])=[CH:6][CH:7]=1, predict the reactants needed to synthesize it. The reactants are: [Cl:1][C:2]1[CH:7]=[CH:6][C:5]([C:8]2[C:17]3[C:12](=[CH:13][C:14]([O:18][S:19]([C:22]([F:25])([F:24])[F:23])(=[O:21])=[O:20])=[CH:15][CH:16]=3)[CH:11]=[C:10]([CH3:26])[C:9]=2[C:27](=[O:33])[C:28]([O:30][CH2:31][CH3:32])=[O:29])=[CH:4][CH:3]=1.B1(C)OC(C2C=CC=CC=2)(C2C=CC=CC=2)[C@@H]2N1CCC2.[B]1OC2C(=CC=CC=2)O1.C([O-])([O-])=O.[Na+].[Na+].